Dataset: Full USPTO retrosynthesis dataset with 1.9M reactions from patents (1976-2016). Task: Predict the reactants needed to synthesize the given product. (1) Given the product [CH3:3][O:4][C:5]1[CH:10]=[CH:9][CH:8]=[C:7]([C:11]([Cl:16])=[C:12]([Cl:13])[Cl:14])[CH:6]=1, predict the reactants needed to synthesize it. The reactants are: [OH-].[Na+].[CH3:3][O:4][C:5]1[CH:10]=[CH:9][CH:8]=[C:7]([CH:11]([Cl:16])[C:12](Cl)([Cl:14])[Cl:13])[CH:6]=1. (2) Given the product [CH3:6][N:5]([CH2:4][CH2:3][N:2]([CH3:1])[C@@H:7]1[CH2:11][CH2:10][N:9]([C:12]2[N:17]=[C:16]([C:18]3[CH:27]=[CH:26][C:25]4[C:20](=[CH:21][CH:22]=[CH:23][CH:24]=4)[CH:19]=3)[CH:15]=[CH:14][N:13]=2)[CH2:8]1)[C:37](=[O:39])[CH3:38], predict the reactants needed to synthesize it. The reactants are: [CH3:1][N:2]([C@@H:7]1[CH2:11][CH2:10][N:9]([C:12]2[N:17]=[C:16]([C:18]3[CH:27]=[CH:26][C:25]4[C:20](=[CH:21][CH:22]=[CH:23][CH:24]=4)[CH:19]=3)[CH:15]=[CH:14][N:13]=2)[CH2:8]1)[CH2:3][CH2:4][NH:5][CH3:6].CCN(C(C)C)C(C)C.[C:37](OC(=O)C)(=[O:39])[CH3:38]. (3) Given the product [ClH:60].[F:45][C:41]1[N:40]=[C:39]([NH:6][S:7]([C:10]2[CH:38]=[CH:37][C:13]3[N:14]([C@@H:18]([C:20]4[CH:21]=[CH:22][CH:23]=[C:24]5[C:29]=4[CH2:28][NH:27][CH2:26][CH2:25]5)[CH3:19])[C:15](=[O:17])[O:16][C:12]=3[CH:11]=2)(=[O:9])=[O:8])[CH:44]=[CH:43][CH:42]=1, predict the reactants needed to synthesize it. The reactants are: COC1C=C(OC)C=CC=1C[N:6]([C:39]1[CH:44]=[CH:43][CH:42]=[C:41]([F:45])[N:40]=1)[S:7]([C:10]1[CH:38]=[CH:37][C:13]2[N:14]([C@@H:18]([C:20]3[CH:21]=[CH:22][CH:23]=[C:24]4[C:29]=3[CH2:28][N:27](C(OC(C)(C)C)=O)[CH2:26][CH2:25]4)[CH3:19])[C:15](=[O:17])[O:16][C:12]=2[CH:11]=1)(=[O:9])=[O:8].C(O)(C(F)(F)F)=O.C(Cl)[Cl:60]. (4) Given the product [C:24]([S:26][C:7]1[CH2:16][CH2:15][C:10]2([O:11][CH2:12][CH2:13][O:14]2)[CH2:9][C:8]=1[C:17]([O:19][CH2:20][CH3:21])=[O:18])(=[O:27])[CH3:25], predict the reactants needed to synthesize it. The reactants are: FC(F)(F)S(O[C:7]1[CH2:16][CH2:15][C:10]2([O:14][CH2:13][CH2:12][O:11]2)[CH2:9][C:8]=1[C:17]([O:19][CH2:20][CH3:21])=[O:18])(=O)=O.[C:24]([O-:27])(=[S:26])[CH3:25].[K+]. (5) Given the product [OH:40][CH2:39][CH2:38][NH:37][C:32](=[O:34])[C:31]1[CH:30]=[CH:29][C:28]([S:27][CH2:26][C:16]2[C:17]3[CH2:18][CH2:19][CH2:20][C:21](=[O:25])[C:22]=3[CH:23]=[CH:24][C:15]=2[O:14][C@@H:7]([C:8]2[CH:9]=[CH:10][CH:11]=[CH:12][CH:13]=2)[CH2:6][N:1]2[CH:5]=[CH:4][N:3]=[CH:2]2)=[CH:36][CH:35]=1, predict the reactants needed to synthesize it. The reactants are: [N:1]1([CH2:6][C@@H:7]([O:14][C:15]2[CH:24]=[CH:23][C:22]3[C:21](=[O:25])[CH2:20][CH2:19][CH2:18][C:17]=3[C:16]=2[CH2:26][S:27][C:28]2[CH:36]=[CH:35][C:31]([C:32]([OH:34])=O)=[CH:30][CH:29]=2)[C:8]2[CH:13]=[CH:12][CH:11]=[CH:10][CH:9]=2)[CH:5]=[CH:4][N:3]=[CH:2]1.[NH2:37][CH2:38][CH2:39][OH:40].